This data is from Full USPTO retrosynthesis dataset with 1.9M reactions from patents (1976-2016). The task is: Predict the reactants needed to synthesize the given product. (1) Given the product [Cl:1][C:2]1[CH:3]=[CH:4][C:5]([C:8]2[N:12]3[CH:13]=[C:14]([C:17]4[CH:25]=[CH:24][C:20]([C:21]([N:57]5[CH2:58][CH2:59][CH:60]([NH:63][C:64](=[O:70])[O:65][C:66]([CH3:67])([CH3:69])[CH3:68])[CH2:61][CH2:62]5)=[O:22])=[CH:19][CH:18]=4)[N:15]=[CH:16][C:11]3=[N:10][CH:9]=2)=[CH:6][CH:7]=1, predict the reactants needed to synthesize it. The reactants are: [Cl:1][C:2]1[CH:7]=[CH:6][C:5]([C:8]2[N:12]3[CH:13]=[C:14]([C:17]4[CH:25]=[CH:24][C:20]([C:21](O)=[O:22])=[CH:19][CH:18]=4)[N:15]=[CH:16][C:11]3=[N:10][CH:9]=2)=[CH:4][CH:3]=1.CN(C(ON1N=NC2C=CC=NC1=2)=[N+](C)C)C.F[P-](F)(F)(F)(F)F.CN1CCOCC1.[NH:57]1[CH2:62][CH2:61][CH:60]([NH:63][C:64](=[O:70])[O:65][C:66]([CH3:69])([CH3:68])[CH3:67])[CH2:59][CH2:58]1. (2) Given the product [CH2:1]([O:8][C:9]([NH:11][C:12]1[CH:13]=[CH:14][C:15]([C@H:18]2[CH2:23][CH2:22][C@H:21]([CH2:24][C:25]([OH:27])=[O:26])[CH2:20][CH2:19]2)=[CH:16][CH:17]=1)=[O:10])[C:2]1[CH:7]=[CH:6][CH:5]=[CH:4][CH:3]=1, predict the reactants needed to synthesize it. The reactants are: [CH2:1]([O:8][C:9]([NH:11][C:12]1[CH:17]=[CH:16][C:15]([C@H:18]2[CH2:23][CH2:22][C@H:21]([CH2:24][C:25]([O:27]C)=[O:26])[CH2:20][CH2:19]2)=[CH:14][CH:13]=1)=[O:10])[C:2]1[CH:7]=[CH:6][CH:5]=[CH:4][CH:3]=1.[OH-].[Li+].